Dataset: Full USPTO retrosynthesis dataset with 1.9M reactions from patents (1976-2016). Task: Predict the reactants needed to synthesize the given product. Given the product [C:18]([O:17][CH2:16][C@@H:12]([C:13]([O:15][CH:22]1[CH2:26][CH2:25][CH2:24][CH2:23]1)=[O:14])[NH2:11])([CH3:19])([CH3:20])[CH3:21], predict the reactants needed to synthesize it. The reactants are: C(OC([NH:11][C@@H:12]([CH2:16][O:17][C:18]([CH3:21])([CH3:20])[CH3:19])[C:13]([OH:15])=[O:14])=O)C1C=CC=CC=1.[CH:22]1(O)[CH2:26][CH2:25][CH2:24][CH2:23]1.CCN=C=NCCCN(C)C.Cl.